This data is from Full USPTO retrosynthesis dataset with 1.9M reactions from patents (1976-2016). The task is: Predict the reactants needed to synthesize the given product. The reactants are: [CH2:1](Br)[C:2]1[CH:7]=[CH:6][CH:5]=[CH:4][CH:3]=1.[F:9][C:10]1[CH:15]=[CH:14][C:13]([C:16]2[CH:21]=[CH:20][N:19]=[CH:18][CH:17]=2)=[CH:12][CH:11]=1.[BH4-].[Na+]. Given the product [F:9][C:10]1[CH:11]=[CH:12][C:13]([C:16]2[CH2:21][CH2:20][N:19]([CH2:1][C:2]3[CH:7]=[CH:6][CH:5]=[CH:4][CH:3]=3)[CH2:18][CH:17]=2)=[CH:14][CH:15]=1, predict the reactants needed to synthesize it.